Dataset: Forward reaction prediction with 1.9M reactions from USPTO patents (1976-2016). Task: Predict the product of the given reaction. (1) Given the reactants [F:1][C:2]1[CH:7]=[C:6]([CH:8]2OC(C)(C)C(C)(C)O2)[CH:5]=[CH:4][C:3]=1[C:17]1[CH:26]=[N:25][C:24]2[NH:23][CH2:22][CH2:21][O:20][C:19]=2[CH:18]=1.Br[C:28]1[CH:33]=[CH:32][CH:31]=C[C:29]=1[S:34]([NH:37][C@@H:38]([CH3:41])[CH2:39][OH:40])(=[O:36])=[O:35], predict the reaction product. The product is: [O:20]1[CH2:21][CH2:22][NH:23][C:24]2[N:25]=[CH:26][C:17]([C:3]3[CH:4]=[CH:5][C:6]([C:8]4[C:29]([S:34]([NH:37][C@@H:38]([CH3:41])[CH2:39][OH:40])(=[O:35])=[O:36])=[CH:28][CH:33]=[CH:32][CH:31]=4)=[CH:7][C:2]=3[F:1])=[CH:18][C:19]1=2. (2) Given the reactants CCN(C(C)C)C(C)C.[Li]CCCC.[CH3:15][O:16][C:17]1([O:28][CH3:29])[CH2:22][CH2:21][CH:20]([C:23]([O:25][CH2:26][CH3:27])=[O:24])[CH2:19][CH2:18]1.Cl[C:31]([O:33][CH3:34])=[O:32], predict the reaction product. The product is: [CH3:15][O:16][C:17]1([O:28][CH3:29])[CH2:22][CH2:21][C:20]([C:31]([O:33][CH3:34])=[O:32])([C:23]([O:25][CH2:26][CH3:27])=[O:24])[CH2:19][CH2:18]1. (3) Given the reactants [Br:1][C:2]1[CH:7]=[CH:6][C:5]([Cl:8])=[CH:4][C:3]=1[F:9].[Li+].CC([N-]C(C)C)C.C1C[O:21]CC1.CCCCCCC.C(C1C=CC=CC=1)C.B(OC)(OC)OC.C(OO)(=O)C, predict the reaction product. The product is: [Br:1][C:2]1[C:3]([F:9])=[C:4]([OH:21])[C:5]([Cl:8])=[CH:6][CH:7]=1. (4) Given the reactants [Cl:1][C:2]1[C:10]([C:11]#[N:12])=[CH:9][CH:8]=[C:7]2[C:3]=1[CH:4]=[C:5]([CH2:13][CH2:14][CH3:15])[NH:6]2.[Br:16][C:17]1[CH:18]=[N:19][CH:20]=[C:21]([C:23]2[O:24][C:25]([CH2:28]Cl)=[N:26][N:27]=2)[CH:22]=1, predict the reaction product. The product is: [Br:16][C:17]1[CH:22]=[C:21]([C:23]2[O:24][C:25]([CH2:28][N:6]3[C:7]4[C:3](=[C:2]([Cl:1])[C:10]([C:11]#[N:12])=[CH:9][CH:8]=4)[CH:4]=[C:5]3[CH2:13][CH2:14][CH3:15])=[N:26][N:27]=2)[CH:20]=[N:19][CH:18]=1. (5) Given the reactants [OH:1][CH2:2][C@@H:3]([C@H:5]([C@@H:7]([C@@H:9]([CH2:11][OH:12])[OH:10])[OH:8])[OH:6])[OH:4].OCC(CO)O, predict the reaction product. The product is: [OH:12][CH2:11][C@@H:9]([C@H:7]([C@@H:5]([C@@H:3]([CH2:2][OH:1])[OH:4])[OH:6])[OH:8])[OH:10].